This data is from Forward reaction prediction with 1.9M reactions from USPTO patents (1976-2016). The task is: Predict the product of the given reaction. (1) The product is: [F:1][C:2]1[CH:3]=[C:4]([CH:9]=[CH:10][C:11]=1[O:12][CH3:13])[C:5]([OH:7])=[O:6]. Given the reactants [F:1][C:2]1[CH:3]=[C:4]([CH:9]=[CH:10][C:11]=1[O:12][CH3:13])[C:5]([O:7]C)=[O:6], predict the reaction product. (2) Given the reactants C([Li])CCC.C1(NC2CCCCC2)CCCCC1.[CH3:19][Si:20]([CH3:34])([CH3:33])[CH2:21][CH2:22][O:23][C:24]([CH:26]1[CH2:31][CH2:30][CH2:29][C:28](=[CH2:32])[CH2:27]1)=[O:25].Br[C:36]1[CH:41]=[CH:40][CH:39]=[C:38]([C:42]([CH3:45])([CH3:44])[CH3:43])[CH:37]=1.F[B-](F)(F)F.C([PH+](C(C)(C)C)C(C)(C)C)(C)(C)C, predict the reaction product. The product is: [CH3:19][Si:20]([CH3:33])([CH3:34])[CH2:21][CH2:22][O:23][C:24]([C:26]1([C:36]2[CH:41]=[CH:40][CH:39]=[C:38]([C:42]([CH3:45])([CH3:44])[CH3:43])[CH:37]=2)[CH2:31][CH2:30][CH2:29][C:28](=[CH2:32])[CH2:27]1)=[O:25]. (3) Given the reactants S(=O)(=O)(O)O.C1(C)C=CC(S(O)(=O)=O)=CC=1.Cl.C([NH:20][C:21]1[N:26]=[C:25]([NH2:27])[N:24]=[C:23]([NH2:28])[N:22]=1)O.CO, predict the reaction product. The product is: [N:22]1[C:23]([NH2:28])=[N:24][C:25]([NH2:27])=[N:26][C:21]=1[NH2:20]. (4) Given the reactants [Br:1][C:2]1[CH:10]=[C:9]2[C:5]([C:6]([CH2:16][CH2:17][C:18]([O:20]CC)=[O:19])=[C:7]([C:11]([O:13]CC)=[O:12])[NH:8]2)=[CH:4][CH:3]=1.O.O.O.[OH-].[Li+], predict the reaction product. The product is: [C:18]([CH2:17][CH2:16][C:6]1[C:5]2[C:9](=[CH:10][C:2]([Br:1])=[CH:3][CH:4]=2)[NH:8][C:7]=1[C:11]([OH:13])=[O:12])([OH:20])=[O:19]. (5) Given the reactants C([NH:5][S:6]([C:9]1[S:13][C:12]([C:14]2[N:15]=[CH:16][N:17]([C:19]3[CH:24]=[C:23]([C:25]([F:28])([F:27])[F:26])[CH:22]=[C:21]([C:29]4[CH:34]=[CH:33][C:32]([C:35]([F:38])([F:37])[F:36])=[CH:31][CH:30]=4)[N:20]=3)[CH:18]=2)=[N:11][C:10]=1[CH3:39])(=[O:8])=[O:7])(C)(C)C.C(O)(C(F)(F)F)=O, predict the reaction product. The product is: [CH3:39][C:10]1[N:11]=[C:12]([C:14]2[N:15]=[CH:16][N:17]([C:19]3[CH:24]=[C:23]([C:25]([F:28])([F:27])[F:26])[CH:22]=[C:21]([C:29]4[CH:30]=[CH:31][C:32]([C:35]([F:37])([F:36])[F:38])=[CH:33][CH:34]=4)[N:20]=3)[CH:18]=2)[S:13][C:9]=1[S:6]([NH2:5])(=[O:8])=[O:7].